Dataset: Peptide-MHC class II binding affinity with 134,281 pairs from IEDB. Task: Regression. Given a peptide amino acid sequence and an MHC pseudo amino acid sequence, predict their binding affinity value. This is MHC class II binding data. (1) The peptide sequence is LWWSTMYLTHHYFVDL. The MHC is DRB1_1101 with pseudo-sequence DRB1_1101. The binding affinity (normalized) is 0. (2) The peptide sequence is QENWNTSIKTLKFDA. The MHC is DRB1_0401 with pseudo-sequence DRB1_0401. The binding affinity (normalized) is 0.356. (3) The MHC is DRB1_0101 with pseudo-sequence DRB1_0101. The peptide sequence is FEDQLVFNSISARALKAYFTA. The binding affinity (normalized) is 0.808. (4) The peptide sequence is IEAAASAIQGNVTSI. The MHC is DRB1_1501 with pseudo-sequence DRB1_1501. The binding affinity (normalized) is 0.0919.